From a dataset of Forward reaction prediction with 1.9M reactions from USPTO patents (1976-2016). Predict the product of the given reaction. (1) Given the reactants [Cl:1][C:2]1[CH:17]=[C:16]([N+:18]([O-:20])=[O:19])[CH:15]=[CH:14][C:3]=1[O:4][C:5]1[CH:6]=[N:7][CH:8]=[C:9]([CH:13]=1)[C:10]([OH:12])=O.[C:21]([NH2:25])([CH3:24])([CH3:23])[CH3:22].Cl.C(N=C=NCCCN(C)C)C.ON1C2C=CC=CC=2N=N1, predict the reaction product. The product is: [C:21]([NH:25][C:10](=[O:12])[C:9]1[CH:13]=[C:5]([O:4][C:3]2[CH:14]=[CH:15][C:16]([N+:18]([O-:20])=[O:19])=[CH:17][C:2]=2[Cl:1])[CH:6]=[N:7][CH:8]=1)([CH3:24])([CH3:23])[CH3:22]. (2) Given the reactants [Si:1]([O:8][C@@H:9]1[C@@:26]2([CH3:27])[C:13](=[CH:14][CH:15]=[C:16]3[C@@H:25]2[CH2:24][CH2:23][C@@:21]2([CH3:22])[C@H:17]3[CH2:18][CH:19]=[C:20]2[CH2:28][OH:29])[CH2:12][C@@H:11]([O:30][Si:31]([C:34]([CH3:37])([CH3:36])[CH3:35])([CH3:33])[CH3:32])[CH2:10]1)([C:4]([CH3:7])([CH3:6])[CH3:5])([CH3:3])[CH3:2].Br[CH2:39][CH2:40][CH2:41][CH2:42][C:43]([O:46][Si:47]([CH2:52][CH3:53])([CH2:50][CH3:51])[CH2:48][CH3:49])([CH3:45])[CH3:44].[H-].[Na+].C1OCCOCCOCCOCCOC1, predict the reaction product. The product is: [Si:1]([O:8][C@@H:9]1[C@@:26]2([CH3:27])[C:13](=[CH:14][CH:15]=[C:16]3[C@@H:25]2[CH2:24][CH2:23][C@@:21]2([CH3:22])[C@H:17]3[CH2:18][CH:19]=[C:20]2[CH2:28][O:29][CH2:39][CH2:40][CH2:41][CH2:42][C:43]([O:46][Si:47]([CH2:52][CH3:53])([CH2:48][CH3:49])[CH2:50][CH3:51])([CH3:45])[CH3:44])[CH2:12][C@@H:11]([O:30][Si:31]([C:34]([CH3:37])([CH3:36])[CH3:35])([CH3:32])[CH3:33])[CH2:10]1)([C:4]([CH3:7])([CH3:6])[CH3:5])([CH3:3])[CH3:2]. (3) Given the reactants [C:1]1([S:7]([CH2:10][C:11]2[C:16]([C:17]([O:19][CH2:20]C)=[O:18])=[C:15](OC)[C:14]([Br:24])=[CH:13][CH:12]=2)(=[O:9])=[O:8])[CH:6]=[CH:5][CH:4]=[CH:3][CH:2]=1.BrC1C=CC(CSC2C=CC=CC=2)=C(C=1)C(OC)=O, predict the reaction product. The product is: [C:1]1([S:7]([CH2:10][C:11]2[CH:12]=[CH:13][C:14]([Br:24])=[CH:15][C:16]=2[C:17]([O:19][CH3:20])=[O:18])(=[O:9])=[O:8])[CH:2]=[CH:3][CH:4]=[CH:5][CH:6]=1.